From a dataset of Reaction yield outcomes from USPTO patents with 853,638 reactions. Predict the reaction yield, written as a fraction of the theoretical maximum amount of product (1.0 means a 100% yield; for example, 0.34 means a 34% yield). (1) The reactants are Br[C:2]1[CH:3]=[CH:4][C:5]2[C:6]([CH3:17])([CH3:16])[C:7]3[C:12]([C:13]=2[CH:14]=1)=[CH:11][C:10]([Br:15])=[CH:9][CH:8]=3.[C:18]1([C:27]2[CH:32]=[CH:31][CH:30]=[CH:29][CH:28]=2)[CH:23]=[CH:22][CH:21]=[CH:20][C:19]=1B(O)O.C([O-])([O-])=O.[Na+].[Na+].CCO. The catalyst is C1C=CC([P]([Pd]([P](C2C=CC=CC=2)(C2C=CC=CC=2)C2C=CC=CC=2)([P](C2C=CC=CC=2)(C2C=CC=CC=2)C2C=CC=CC=2)[P](C2C=CC=CC=2)(C2C=CC=CC=2)C2C=CC=CC=2)(C2C=CC=CC=2)C2C=CC=CC=2)=CC=1.C1(P(C2CCCCC2)C2C=CC=CC=2C2C=CC=CC=2)CCCCC1.C1(C)C=CC=CC=1. The yield is 0.550. The product is [C:18]1([C:27]2[CH:28]=[CH:29][CH:30]=[CH:31][CH:32]=2)[CH:23]=[CH:22][CH:21]=[CH:20][C:19]=1[C:2]1[CH:3]=[CH:4][C:5]2[C:6]([CH3:16])([CH3:17])[C:7]3[C:12]([C:13]=2[CH:14]=1)=[CH:11][C:10]([Br:15])=[CH:9][CH:8]=3. (2) The reactants are [CH2:1]([C:5]1[N:6]=[C:7]([O:27][CH3:28])[NH:8][C:9](=[O:26])[C:10]=1[CH2:11][C:12]1[CH:17]=[CH:16][C:15]([C:18]2[C:19]([C:24]#[N:25])=[CH:20][CH:21]=[CH:22][CH:23]=2)=[CH:14][CH:13]=1)[CH2:2][CH2:3][CH3:4].[CH2:29](Br)[C:30]1[CH:35]=[CH:34][CH:33]=[CH:32][CH:31]=1.C(=O)([O-])[O-].[Cs+].[Cs+]. The catalyst is CN(C)C=O.C(OCC)(=O)C. The product is [CH2:29]([N:8]1[C:9](=[O:26])[C:10]([CH2:11][C:12]2[CH:17]=[CH:16][C:15]([C:18]3[C:19]([C:24]#[N:25])=[CH:20][CH:21]=[CH:22][CH:23]=3)=[CH:14][CH:13]=2)=[C:5]([CH2:1][CH2:2][CH2:3][CH3:4])[N:6]=[C:7]1[O:27][CH3:28])[C:30]1[CH:35]=[CH:34][CH:33]=[CH:32][CH:31]=1. The yield is 0.500. (3) The reactants are [C:1]([O:5][C:6]([N:8]1[C:17]2[C:12](=[CH:13][CH:14]=[C:15]([N+:18]([O-])=O)[CH:16]=2)[C:11]([CH3:22])([CH3:21])[CH2:10][CH2:9]1)=[O:7])([CH3:4])([CH3:3])[CH3:2]. The catalyst is CO.[Pd]. The product is [NH2:18][C:15]1[CH:16]=[C:17]2[C:12]([C:11]([CH3:22])([CH3:21])[CH2:10][CH2:9][N:8]2[C:6]([O:5][C:1]([CH3:4])([CH3:3])[CH3:2])=[O:7])=[CH:13][CH:14]=1. The yield is 0.950. (4) The reactants are [OH:1][CH2:2][CH2:3][C:4]1[CH:9]=[CH:8][N:7]=[C:6]([NH:10][C:11](=[O:17])[O:12][C:13]([CH3:16])([CH3:15])[CH3:14])[CH:5]=1.[H-].[Na+].F[C:21]1[C:30]2[C:25](=[CH:26][CH:27]=[CH:28][CH:29]=2)[C:24]([N+:31]([O-:33])=[O:32])=[CH:23][CH:22]=1.O. The catalyst is C1COCC1.CCOC(C)=O. The product is [N+:31]([C:24]1[C:25]2[C:30](=[CH:29][CH:28]=[CH:27][CH:26]=2)[C:21]([O:1][CH2:2][CH2:3][C:4]2[CH:9]=[CH:8][N:7]=[C:6]([NH:10][C:11](=[O:17])[O:12][C:13]([CH3:14])([CH3:16])[CH3:15])[CH:5]=2)=[CH:22][CH:23]=1)([O-:33])=[O:32]. The yield is 0.980. (5) The reactants are [O:1]1[C:5]2[CH:6]=[CH:7][CH:8]=[CH:9][C:4]=2[CH:3]=[C:2]1[CH2:10]O.N1C=CC=CC=1.P(Br)(Br)[Br:19]. The catalyst is C1(C)C=CC=CC=1. The product is [Br:19][CH2:10][C:2]1[O:1][C:5]2[CH:6]=[CH:7][CH:8]=[CH:9][C:4]=2[CH:3]=1. The yield is 0.550. (6) The reactants are Cl[S:2]([C:5]1[CH:17]=[CH:16][CH:15]=[CH:14][C:6]=1[O:7][CH2:8][C:9]([O:11][CH2:12][CH3:13])=[O:10])(=[O:4])=[O:3].Cl.[CH3:19][NH:20][CH3:21]. The catalyst is N1C=CC=CC=1. The product is [CH3:19][N:20]([CH3:21])[S:2]([C:5]1[CH:17]=[CH:16][CH:15]=[CH:14][C:6]=1[O:7][CH2:8][C:9]([O:11][CH2:12][CH3:13])=[O:10])(=[O:4])=[O:3]. The yield is 0.810. (7) The reactants are [NH2:1][C@@H:2]1[CH2:7][CH2:6][CH2:5][N:4]([C:8]2[C:20]3[C:19]4[C:14](=[CH:15][C:16]([C:21]([N:23]5[CH2:28][CH2:27][N:26]([CH3:29])[CH2:25][CH2:24]5)=[O:22])=[CH:17][CH:18]=4)[NH:13][C:12]=3[C:11]([C:30]([NH2:32])=[O:31])=[CH:10][CH:9]=2)[CH2:3]1.[S:33]1[CH:37]=[CH:36][N:35]=[C:34]1[NH:38][C:39](=O)[O:40]C1C=CC=CC=1. The catalyst is C1COCC1. The product is [CH3:29][N:26]1[CH2:27][CH2:28][N:23]([C:21]([C:16]2[CH:15]=[C:14]3[C:19]([C:20]4[C:8]([N:4]5[CH2:5][CH2:6][CH2:7][C@@H:2]([NH:1][C:39]([NH:38][C:34]6[S:33][CH:37]=[CH:36][N:35]=6)=[O:40])[CH2:3]5)=[CH:9][CH:10]=[C:11]([C:30]([NH2:32])=[O:31])[C:12]=4[NH:13]3)=[CH:18][CH:17]=2)=[O:22])[CH2:24][CH2:25]1. The yield is 0.430. (8) The reactants are [C:1]([O:7][C@H:8]([CH3:25])[CH2:9][NH:10][C:11]([C@@H:13]([CH2:22][CH:23]=[CH2:24])[CH2:14][C:15]([O:17]C(C)(C)C)=O)=[O:12])(=[O:6])[CH2:2][CH2:3]C=C.C[C@@H]1CNC(=O)[C@H](CC(OC(C)(C)C)=O)CC=CCCC(=O)O1.FC(F)(F)C(O)=O.C[C@@H]1CNC(=O)[C@H](CC(O)=O)CC=CCCC(=O)O1.[Cl:75][C:76]1[CH:81]=[CH:80][C:79]([CH2:82][NH2:83])=[CH:78][CH:77]=1. The catalyst is C(Cl)Cl.CO.C(Cl)Cl. The product is [Cl:75][C:76]1[CH:81]=[CH:80][C:79]([CH2:82][NH:83][C:15](=[O:17])[CH2:14][C@@H:13]2[CH2:22][CH:23]=[CH:24][CH2:3][CH2:2][C:1](=[O:6])[O:7][C@H:8]([CH3:25])[CH2:9][NH:10][C:11]2=[O:12])=[CH:78][CH:77]=1. The yield is 0.760.